The task is: Predict the reaction yield, written as a fraction of the theoretical maximum amount of product (1.0 means a 100% yield; for example, 0.34 means a 34% yield).. This data is from Buchwald-Hartwig C-N cross coupling reaction yields with 55,370 reactions. (1) The reactants are FC(F)(F)c1ccc(Br)cc1.Cc1ccc(N)cc1.O=S(=O)(O[Pd]1c2ccccc2-c2ccccc2N~1)C(F)(F)F.CC(C)c1cc(C(C)C)c(-c2ccccc2P(C2CCCCC2)C2CCCCC2)c(C(C)C)c1.CN1CCCN2CCCN=C12.CCOC(=O)c1cc(C)no1. No catalyst specified. The product is Cc1ccc(Nc2ccc(C(F)(F)F)cc2)cc1. The yield is 0.348. (2) The reactants are FC(F)(F)c1ccc(Br)cc1.Cc1ccc(N)cc1.O=S(=O)(O[Pd]1c2ccccc2-c2ccccc2N~1)C(F)(F)F.COc1ccc(OC)c(P(C(C)(C)C)C(C)(C)C)c1-c1c(C(C)C)cc(C(C)C)cc1C(C)C.CN1CCCN2CCCN=C12.CCOC(=O)c1cnoc1. No catalyst specified. The product is Cc1ccc(Nc2ccc(C(F)(F)F)cc2)cc1. The yield is 0.224. (3) The reactants are FC(F)(F)c1ccc(I)cc1.Cc1ccc(N)cc1.O=S(=O)(O[Pd]1c2ccccc2-c2ccccc2N~1)C(F)(F)F.COc1ccc(OC)c(P(C(C)(C)C)C(C)(C)C)c1-c1c(C(C)C)cc(C(C)C)cc1C(C)C.CN(C)C(=NC(C)(C)C)N(C)C.c1ccc2nocc2c1. No catalyst specified. The product is Cc1ccc(Nc2ccc(C(F)(F)F)cc2)cc1. The yield is 0.120. (4) The reactants are Ic1ccccn1.Cc1ccc(N)cc1.O=S(=O)(O[Pd]1c2ccccc2-c2ccccc2N~1)C(F)(F)F.CC(C)c1cc(C(C)C)c(-c2ccccc2P(C(C)(C)C)C(C)(C)C)c(C(C)C)c1.CCN=P(N=P(N(C)C)(N(C)C)N(C)C)(N(C)C)N(C)C.CCOC(=O)c1cc(C)on1. No catalyst specified. The product is Cc1ccc(Nc2ccccn2)cc1. The yield is 0.732.